Dataset: Peptide-MHC class II binding affinity with 134,281 pairs from IEDB. Task: Regression. Given a peptide amino acid sequence and an MHC pseudo amino acid sequence, predict their binding affinity value. This is MHC class II binding data. (1) The peptide sequence is HCNEMSWIQSIPFVH. The MHC is DRB1_0802 with pseudo-sequence DRB1_0802. The binding affinity (normalized) is 0.334. (2) The peptide sequence is SQNRRDIKLIDVEMT. The MHC is DRB1_0101 with pseudo-sequence DRB1_0101. The binding affinity (normalized) is 0.374. (3) The peptide sequence is DFYFVINVRNVSVSA. The MHC is HLA-DPA10103-DPB10401 with pseudo-sequence HLA-DPA10103-DPB10401. The binding affinity (normalized) is 0.0761. (4) The peptide sequence is DDNRNIAWDTDKLDD. The MHC is HLA-DQA10101-DQB10501 with pseudo-sequence HLA-DQA10101-DQB10501. The binding affinity (normalized) is 0.389. (5) The binding affinity (normalized) is 0.390. The MHC is HLA-DQA10301-DQB10302 with pseudo-sequence HLA-DQA10301-DQB10302. The peptide sequence is FVNPVEAFQFYFELL. (6) The peptide sequence is SCWAFSGVAATESAY. The MHC is DRB1_1602 with pseudo-sequence DRB1_1602. The binding affinity (normalized) is 0.607. (7) The peptide sequence is LNKMRAVWVDGKART. The MHC is HLA-DPA10103-DPB10201 with pseudo-sequence HLA-DPA10103-DPB10201. The binding affinity (normalized) is 0.168.